Dataset: Peptide-MHC class I binding affinity with 185,985 pairs from IEDB/IMGT. Task: Regression. Given a peptide amino acid sequence and an MHC pseudo amino acid sequence, predict their binding affinity value. This is MHC class I binding data. (1) The peptide sequence is NLKLYGAEF. The MHC is HLA-B44:02 with pseudo-sequence HLA-B44:02. The binding affinity (normalized) is 0.0847. (2) The peptide sequence is WIPEWDFIST. The MHC is Mamu-A01 with pseudo-sequence Mamu-A01. The binding affinity (normalized) is 0.296. (3) The peptide sequence is RYFTVAFLF. The MHC is HLA-C15:02 with pseudo-sequence HLA-C15:02. The binding affinity (normalized) is 0.0847. (4) The peptide sequence is RIKSVLDII. The MHC is HLA-A02:06 with pseudo-sequence HLA-A02:06. The binding affinity (normalized) is 0.294. (5) The peptide sequence is VLQWASLAV. The MHC is HLA-B58:01 with pseudo-sequence HLA-B58:01. The binding affinity (normalized) is 0. (6) The peptide sequence is MSLQRQFLR. The MHC is HLA-A68:01 with pseudo-sequence HLA-A68:01. The binding affinity (normalized) is 0.802.